From a dataset of Catalyst prediction with 721,799 reactions and 888 catalyst types from USPTO. Predict which catalyst facilitates the given reaction. Reactant: [C:1]([C:4]1[CH:13]=[CH:12][C:11]([O:14][CH2:15][C:16]2[CH:21]=[CH:20][CH:19]=[CH:18][CH:17]=2)=[C:10]2[C:5]=1[CH:6]=[CH:7][C:8](=[O:22])[NH:9]2)(=[O:3])[CH3:2].[Br:23]Br. The catalyst class is: 2. Product: [CH2:15]([O:14][C:11]1[CH:12]=[CH:13][C:4]([C:1](=[O:3])[CH2:2][Br:23])=[C:5]2[C:10]=1[NH:9][C:8](=[O:22])[CH:7]=[CH:6]2)[C:16]1[CH:21]=[CH:20][CH:19]=[CH:18][CH:17]=1.